From a dataset of Forward reaction prediction with 1.9M reactions from USPTO patents (1976-2016). Predict the product of the given reaction. (1) Given the reactants [N+:1]([C:4]1[CH:5]=[C:6]([C:10]2[CH:14]=[CH:13][NH:12][N:11]=2)[CH:7]=[CH:8][CH:9]=1)([O-])=O, predict the reaction product. The product is: [NH:12]1[CH:13]=[CH:14][C:10]([C:6]2[CH:5]=[C:4]([NH2:1])[CH:9]=[CH:8][CH:7]=2)=[N:11]1. (2) Given the reactants CC1(C)C(C)(C)OB([C:9]2[CH:10]=[CH:11][C:12]([N:15]3[CH2:19][CH2:18][O:17][C:16]3=[O:20])=[N:13][CH:14]=2)O1.Br[C:23]1[CH:31]=[CH:30][C:29]2[N:28]3[C:32](=[O:40])[O:33][C@@H:34]([CH2:35][NH:36][C:37](=[O:39])[CH3:38])[C@@H:27]3[CH2:26][C:25]=2[CH:24]=1.C([O-])([O-])=O.[K+].[K+], predict the reaction product. The product is: [O:40]=[C:32]1[N:28]2[C:29]3[CH:30]=[CH:31][C:23]([C:9]4[CH:14]=[N:13][C:12]([N:15]5[CH2:19][CH2:18][O:17][C:16]5=[O:20])=[CH:11][CH:10]=4)=[CH:24][C:25]=3[CH2:26][C@H:27]2[C@H:34]([CH2:35][NH:36][C:37](=[O:39])[CH3:38])[O:33]1. (3) Given the reactants Br[CH2:2][CH2:3][S:4][C:5]1[S:6][CH:7]=[CH:8][CH:9]=1.[CH3:10][O:11][C:12]1[CH:21]=[C:20]2[C:15]([N:16]=[CH:17][C:18]([S:22][CH2:23][CH2:24][N:25]3[CH2:30][CH2:29][CH:28]([NH2:31])[CH2:27][CH2:26]3)=[N:19]2)=[CH:14][CH:13]=1, predict the reaction product. The product is: [CH3:10][O:11][C:12]1[CH:21]=[C:20]2[C:15]([N:16]=[CH:17][C:18]([S:22][CH2:23][CH2:24][N:25]3[CH2:26][CH2:27][CH:28]([NH:31][CH2:2][CH2:3][S:4][C:5]4[S:6][CH:7]=[CH:8][CH:9]=4)[CH2:29][CH2:30]3)=[N:19]2)=[CH:14][CH:13]=1. (4) Given the reactants [C:1]([S:5][C:6]1[CH:11]=[CH:10][C:9](B2OC(C)(C)C(C)(C)O2)=[CH:8][CH:7]=1)([CH3:4])([CH3:3])[CH3:2].[Br:21][C:22]1[C:27]([O:28][CH3:29])=[CH:26][C:25]([C:30]2[CH:35]=[C:34]([O:36][CH3:37])[C:33](Br)=[CH:32][C:31]=2[O:39][CH3:40])=[C:24]([O:41][CH3:42])[CH:23]=1.C(=O)([O-])[O-].[Na+].[Na+], predict the reaction product. The product is: [C:1]([S:5][C:6]1[CH:7]=[CH:8][C:9]([C:33]2[C:34]([O:36][CH3:37])=[CH:35][C:30]([C:25]3[CH:26]=[C:27]([O:28][CH3:29])[C:22]([Br:21])=[CH:23][C:24]=3[O:41][CH3:42])=[C:31]([O:39][CH3:40])[CH:32]=2)=[CH:10][CH:11]=1)([CH3:2])([CH3:3])[CH3:4].